From a dataset of Forward reaction prediction with 1.9M reactions from USPTO patents (1976-2016). Predict the product of the given reaction. Given the reactants [CH:1]([OH:4])([CH3:3])[CH3:2].CC(C)([O-])C.[Na+].Cl[C:12]1[C:21]2[C:16](=[CH:17][CH:18]=[C:19]([S:22][C:23]3[N:27]4[CH:28]=[C:29]([C:32]5[CH:33]=[N:34][N:35]([CH3:37])[CH:36]=5)[CH:30]=[CH:31][C:26]4=[N:25][N:24]=3)[CH:20]=2)[N:15]=[CH:14][C:13]=1[C:38]1[CH:39]=[N:40][N:41]([CH3:43])[CH:42]=1, predict the reaction product. The product is: [CH:1]([O:4][C:12]1[C:21]2[C:16](=[CH:17][CH:18]=[C:19]([S:22][C:23]3[N:27]4[CH:28]=[C:29]([C:32]5[CH:33]=[N:34][N:35]([CH3:37])[CH:36]=5)[CH:30]=[CH:31][C:26]4=[N:25][N:24]=3)[CH:20]=2)[N:15]=[CH:14][C:13]=1[C:38]1[CH:39]=[N:40][N:41]([CH3:43])[CH:42]=1)([CH3:3])[CH3:2].